Dataset: Full USPTO retrosynthesis dataset with 1.9M reactions from patents (1976-2016). Task: Predict the reactants needed to synthesize the given product. (1) The reactants are: [Br:1][C:2]1[CH:7]=[CH:6][C:5]([CH2:8][NH2:9])=[C:4]([CH3:10])[CH:3]=1.CO[C:13](=[NH:21])[CH:14]([O:18][CH2:19][CH3:20])[O:15][CH2:16][CH3:17]. Given the product [Br:1][C:2]1[CH:7]=[CH:6][C:5]([CH2:8][NH:9][C:13](=[NH:21])[CH:14]([O:18][CH2:19][CH3:20])[O:15][CH2:16][CH3:17])=[C:4]([CH3:10])[CH:3]=1, predict the reactants needed to synthesize it. (2) Given the product [F:1][C:2]1[CH:23]=[CH:22][C:5]([CH2:6][NH:7][C:8]([C:10]2[C:19]([OH:20])=[C:18]3[C:13]([CH:14]=[CH:15][CH:16]=[N:17]3)=[C:12]([C:29]3[CH2:33][O:32][C:31](=[O:34])[CH:30]=3)[N:11]=2)=[O:9])=[CH:4][CH:3]=1, predict the reactants needed to synthesize it. The reactants are: [F:1][C:2]1[CH:23]=[CH:22][C:5]([CH2:6][NH:7][C:8]([C:10]2[C:19]([OH:20])=[C:18]3[C:13]([CH:14]=[CH:15][CH:16]=[N:17]3)=[C:12](I)[N:11]=2)=[O:9])=[CH:4][CH:3]=1.C([Sn](CCCC)(CCCC)[C:29]1[CH2:33][O:32][C:31](=[O:34])[CH:30]=1)CCC. (3) Given the product [CH:31]([C:2]1[CH:3]=[C:4]2[C:10]3([CH2:14][CH2:13][N:12]([C:15]([O:17][C:18]([CH3:21])([CH3:20])[CH3:19])=[O:16])[CH2:11]3)[CH2:9][N:8]([C:22]([O:24][CH2:25][CH2:26][Si:27]([CH3:29])([CH3:28])[CH3:30])=[O:23])[C:5]2=[CH:6][CH:7]=1)=[CH2:32], predict the reactants needed to synthesize it. The reactants are: Br[C:2]1[CH:3]=[C:4]2[C:10]3([CH2:14][CH2:13][N:12]([C:15]([O:17][C:18]([CH3:21])([CH3:20])[CH3:19])=[O:16])[CH2:11]3)[CH2:9][N:8]([C:22]([O:24][CH2:25][CH2:26][Si:27]([CH3:30])([CH3:29])[CH3:28])=[O:23])[C:5]2=[CH:6][CH:7]=1.[CH2:31]([Sn](CCCC)(CCCC)C=C)[CH2:32]CC.[Cl-].[Li+]. (4) Given the product [NH2:16][C@@H:17]([CH:80]([CH3:82])[CH3:81])[C:18]([NH:20][C@@H:21]([CH3:79])[C:22]([NH:24][C:25]1[CH:26]=[CH:27][C:28]([C:31]2[CH2:32][C@@H:33]3[N:39]([CH:40]=2)[C:38](=[O:41])[C:37]2[CH:42]=[C:43]([O:77][CH3:78])[C:44]([O:46][CH2:47][CH2:48][CH2:49][O:50][C:51]4[C:74]([O:75][CH3:76])=[CH:73][C:54]5[C:55](=[O:72])[N:56]6[CH:62]=[C:61]([C:63]7[CH:71]=[CH:70][C:66]8[O:67][CH2:68][O:69][C:65]=8[CH:64]=7)[CH2:60][C@H:57]6[CH:58]=[N:59][C:53]=5[CH:52]=4)=[CH:45][C:36]=2[N:35]=[CH:34]3)=[CH:29][CH:30]=1)=[O:23])=[O:19], predict the reactants needed to synthesize it. The reactants are: C1C2C(OC(=O)[N:16](C)[C@@H:17]([CH:80]([CH3:82])[CH3:81])[C:18]([NH:20][C@@H:21]([CH3:79])[C:22]([NH:24][C:25]3[CH:30]=[CH:29][C:28]([C:31]4[CH2:32][C@@H:33]5[N:39]([CH:40]=4)[C:38](=[O:41])[C:37]4[CH:42]=[C:43]([O:77][CH3:78])[C:44]([O:46][CH2:47][CH2:48][CH2:49][O:50][C:51]6[C:74]([O:75][CH3:76])=[CH:73][C:54]7[C:55](=[O:72])[N:56]8[CH:62]=[C:61]([C:63]9[CH:71]=[CH:70][C:66]%10[O:67][CH2:68][O:69][C:65]=%10[CH:64]=9)[CH2:60][C@H:57]8[CH:58]=[N:59][C:53]=7[CH:52]=6)=[CH:45][C:36]=4[N:35]=[CH:34]5)=[CH:27][CH:26]=3)=[O:23])=[O:19])C3C(=CC=CC=3)C=2C=CC=1.N1CCCCC1. (5) Given the product [F:19][C:8]1([F:7])[O:12][C:11]2[CH:13]=[CH:14][C:15]([CH2:17][N:1]3[CH2:6][CH2:5][NH:4][CH2:3][CH2:2]3)=[CH:16][C:10]=2[O:9]1, predict the reactants needed to synthesize it. The reactants are: [NH:1]1[CH2:6][CH2:5][NH:4][CH2:3][CH2:2]1.[F:7][C:8]1([F:19])[O:12][C:11]2[CH:13]=[CH:14][C:15]([CH:17]=O)=[CH:16][C:10]=2[O:9]1. (6) The reactants are: I[C:2]1[CH:7]=[C:6]([N+:8]([O-:10])=[O:9])[CH:5]=[CH:4][C:3]=1[N:11]1[CH2:16][CH2:15][N:14]([CH3:17])[CH2:13][CH2:12]1.[C:18]1(C)[CH:23]=[CH:22][CH:21]=[CH:20][CH:19]=1.C(=O)([O-])[O-].[Na+].[Na+].C1(B(O)O)C=CC=CC=1. Given the product [CH3:17][N:14]1[CH2:15][CH2:16][N:11]([C:3]2[CH:4]=[CH:5][C:6]([N+:8]([O-:10])=[O:9])=[CH:7][C:2]=2[C:18]2[CH:23]=[CH:22][CH:21]=[CH:20][CH:19]=2)[CH2:12][CH2:13]1, predict the reactants needed to synthesize it. (7) Given the product [Cl:1][C:2]1[CH:7]=[CH:6][CH:5]=[CH:4][C:3]=1[N:8]1[C:12]([S:13][C:14]2[CH:19]=[CH:18][N:17]=[CH:16][CH:15]=2)=[CH:11][C:10]([CH:20]=[O:21])=[N:9]1, predict the reactants needed to synthesize it. The reactants are: [Cl:1][C:2]1[CH:7]=[CH:6][CH:5]=[CH:4][C:3]=1[N:8]1[C:12]([S:13][C:14]2[CH:19]=[CH:18][N:17]=[CH:16][CH:15]=2)=[CH:11][C:10]([C:20](OCC)=[O:21])=[N:9]1.[H-].C([Al+]CC(C)C)C(C)C.C1(C)C=CC=CC=1.O.O.O.O.O.O.O.O.O.O.[O-]S([O-])(=O)=O.[Na+].[Na+].